Dataset: Catalyst prediction with 721,799 reactions and 888 catalyst types from USPTO. Task: Predict which catalyst facilitates the given reaction. Reactant: [CH3:1][O-:2].[Na+].[Cl:4][C:5]1[C:14](Cl)=[N:13][C:12]2[C:7](=[CH:8][CH:9]=[C:10]([Cl:16])[CH:11]=2)[N:6]=1. Product: [Cl:4][C:5]1[C:14]([O:2][CH3:1])=[N:13][C:12]2[C:7](=[CH:8][CH:9]=[C:10]([Cl:16])[CH:11]=2)[N:6]=1. The catalyst class is: 5.